This data is from NCI-60 drug combinations with 297,098 pairs across 59 cell lines. The task is: Regression. Given two drug SMILES strings and cell line genomic features, predict the synergy score measuring deviation from expected non-interaction effect. (1) Synergy scores: CSS=27.2, Synergy_ZIP=-6.46, Synergy_Bliss=2.81, Synergy_Loewe=5.20, Synergy_HSA=4.63. Drug 2: N.N.Cl[Pt+2]Cl. Drug 1: COCCOC1=C(C=C2C(=C1)C(=NC=N2)NC3=CC=CC(=C3)C#C)OCCOC.Cl. Cell line: MCF7. (2) Drug 1: C1=NC2=C(N=C(N=C2N1C3C(C(C(O3)CO)O)O)F)N. Drug 2: CC1=C2C(C(=O)C3(C(CC4C(C3C(C(C2(C)C)(CC1OC(=O)C(C(C5=CC=CC=C5)NC(=O)C6=CC=CC=C6)O)O)OC(=O)C7=CC=CC=C7)(CO4)OC(=O)C)O)C)OC(=O)C. Cell line: ACHN. Synergy scores: CSS=7.51, Synergy_ZIP=-4.40, Synergy_Bliss=-1.37, Synergy_Loewe=-1.58, Synergy_HSA=-0.976. (3) Drug 1: COC1=C(C=C2C(=C1)N=CN=C2NC3=CC(=C(C=C3)F)Cl)OCCCN4CCOCC4. Drug 2: CCC1=C2CN3C(=CC4=C(C3=O)COC(=O)C4(CC)O)C2=NC5=C1C=C(C=C5)O. Cell line: UACC-257. Synergy scores: CSS=33.3, Synergy_ZIP=-5.76, Synergy_Bliss=0.636, Synergy_Loewe=-14.0, Synergy_HSA=2.80. (4) Drug 1: CN(C)N=NC1=C(NC=N1)C(=O)N. Drug 2: CC1C(C(=O)NC(C(=O)N2CCCC2C(=O)N(CC(=O)N(C(C(=O)O1)C(C)C)C)C)C(C)C)NC(=O)C3=C4C(=C(C=C3)C)OC5=C(C(=O)C(=C(C5=N4)C(=O)NC6C(OC(=O)C(N(C(=O)CN(C(=O)C7CCCN7C(=O)C(NC6=O)C(C)C)C)C)C(C)C)C)N)C. Cell line: HS 578T. Synergy scores: CSS=4.66, Synergy_ZIP=4.32, Synergy_Bliss=9.54, Synergy_Loewe=7.52, Synergy_HSA=7.80. (5) Drug 1: C1CC(C1)(C(=O)O)C(=O)O.[NH2-].[NH2-].[Pt+2]. Drug 2: C1=NC2=C(N=C(N=C2N1C3C(C(C(O3)CO)O)F)Cl)N. Cell line: NCI-H522. Synergy scores: CSS=1.90, Synergy_ZIP=-2.96, Synergy_Bliss=-0.972, Synergy_Loewe=-9.53, Synergy_HSA=-3.75. (6) Drug 1: COC1=C(C=C2C(=C1)N=CN=C2NC3=CC(=C(C=C3)F)Cl)OCCCN4CCOCC4. Drug 2: C1=CC(=CC=C1CCCC(=O)O)N(CCCl)CCCl. Cell line: SR. Synergy scores: CSS=48.1, Synergy_ZIP=0.362, Synergy_Bliss=-0.676, Synergy_Loewe=-2.10, Synergy_HSA=1.62. (7) Drug 1: C1=CC(=CC=C1CC(C(=O)O)N)N(CCCl)CCCl.Cl. Drug 2: CC1=C2C(C(=O)C3(C(CC4C(C3C(C(C2(C)C)(CC1OC(=O)C(C(C5=CC=CC=C5)NC(=O)C6=CC=CC=C6)O)O)OC(=O)C7=CC=CC=C7)(CO4)OC(=O)C)O)C)OC(=O)C. Cell line: MOLT-4. Synergy scores: CSS=65.8, Synergy_ZIP=-2.41, Synergy_Bliss=-4.87, Synergy_Loewe=-10.6, Synergy_HSA=-3.12. (8) Drug 1: CCCS(=O)(=O)NC1=C(C(=C(C=C1)F)C(=O)C2=CNC3=C2C=C(C=N3)C4=CC=C(C=C4)Cl)F. Drug 2: C1=CC=C(C=C1)NC(=O)CCCCCCC(=O)NO. Cell line: LOX IMVI. Synergy scores: CSS=15.0, Synergy_ZIP=-7.66, Synergy_Bliss=-14.8, Synergy_Loewe=-10.8, Synergy_HSA=-9.08. (9) Drug 1: CC=C1C(=O)NC(C(=O)OC2CC(=O)NC(C(=O)NC(CSSCCC=C2)C(=O)N1)C(C)C)C(C)C. Drug 2: CC1CCC2CC(C(=CC=CC=CC(CC(C(=O)C(C(C(=CC(C(=O)CC(OC(=O)C3CCCCN3C(=O)C(=O)C1(O2)O)C(C)CC4CCC(C(C4)OC)OCCO)C)C)O)OC)C)C)C)OC. Cell line: HCT116. Synergy scores: CSS=27.2, Synergy_ZIP=-2.65, Synergy_Bliss=-6.70, Synergy_Loewe=-46.4, Synergy_HSA=-3.69.